Task: Predict which catalyst facilitates the given reaction.. Dataset: Catalyst prediction with 721,799 reactions and 888 catalyst types from USPTO (1) Reactant: ClC1C=C(SC2[C:18]3[C:13](=[CH:14][C:15]([CH3:19])=[CH:16][CH:17]=3)NC=2CCC(N)=O)C=C(Cl)C=1.[Cl:25][C:26]1[CH:31]=[CH:30][C:29]([S:32][C:33]2[C:41]3[C:36](=[CH:37][CH:38]=[C:39]([CH3:42])[CH:40]=3)[NH:35][C:34]=2[C:43]([OH:45])=[O:44])=[CH:28][CH:27]=1.C(Cl)(=O)C(Cl)=O.C(O)C1C=CC=CC=1.N1C=CC=CC=1. Product: [Cl:25][C:26]1[CH:27]=[CH:28][C:29]([S:32][C:33]2[C:41]3[C:36](=[CH:37][CH:38]=[C:39]([CH3:42])[CH:40]=3)[NH:35][C:34]=2[C:43]([O:45][CH2:19][C:15]2[CH:16]=[CH:17][CH:18]=[CH:13][CH:14]=2)=[O:44])=[CH:30][CH:31]=1. The catalyst class is: 1. (2) Reactant: [NH2:1][CH2:2][C:3]1[CH:8]=[CH:7][C:6]([OH:9])=[CH:5][CH:4]=1.Br[CH2:11][C:12]([O:14][C:15]([CH3:18])([CH3:17])[CH3:16])=[O:13]. Product: [OH:9][C:6]1[CH:7]=[CH:8][C:3]([CH2:2][NH:1][CH2:11][C:12]([O:14][C:15]([CH3:18])([CH3:17])[CH3:16])=[O:13])=[CH:4][CH:5]=1. The catalyst class is: 499. (3) Reactant: [Cl:1][C:2]1[N:3]=[CH:4][C:5]([C:8](=O)[CH2:9][C:10]([O:12][CH2:13][CH3:14])=[O:11])=[N:6][CH:7]=1.INC(=O)CCC(N)=O.[NH2:25][C:26]([NH2:28])=[S:27]. Product: [NH2:28][C:26]1[S:27][C:9]([C:10]([O:12][CH2:13][CH3:14])=[O:11])=[C:8]([C:5]2[CH:4]=[N:3][C:2]([Cl:1])=[CH:7][N:6]=2)[N:25]=1. The catalyst class is: 370. (4) Reactant: Cl[C:2]1[C:7]2[N:8]=[C:9]([C:11]3[C:12]([NH:25][C@@H:26]4[CH2:31][CH2:30][CH2:29][N:28]([C:32]([O:34][C:35]([CH3:38])([CH3:37])[CH3:36])=[O:33])[CH2:27]4)=[N:13][C:14]([N:19]4[CH2:24][CH2:23][O:22][CH2:21][CH2:20]4)=[N:15][C:16]=3[O:17][CH3:18])[S:10][C:6]=2[CH:5]=[CH:4][CH:3]=1.[NH2:39][C@@H:40]1[CH2:45][CH2:44][CH2:43][CH2:42][C@@H:41]1[NH2:46].CC([O-])(C)C.[Na+]. Product: [NH2:39][C@H:40]1[CH2:45][CH2:44][CH2:43][CH2:42][C@H:41]1[NH:46][C:2]1[C:7]2[N:8]=[C:9]([C:11]3[C:12]([NH:25][C@@H:26]4[CH2:31][CH2:30][CH2:29][N:28]([C:32]([O:34][C:35]([CH3:38])([CH3:37])[CH3:36])=[O:33])[CH2:27]4)=[N:13][C:14]([N:19]4[CH2:24][CH2:23][O:22][CH2:21][CH2:20]4)=[N:15][C:16]=3[O:17][CH3:18])[S:10][C:6]=2[CH:5]=[CH:4][CH:3]=1. The catalyst class is: 187. (5) Reactant: C(OC([N:8]1[CH2:13][CH2:12][CH2:11][C@H:10]([C:14]2[O:18][N:17]=[C:16]([O:19][C:20]3[CH:25]=[CH:24][CH:23]=[CH:22][CH:21]=3)[N:15]=2)[CH2:9]1)=O)(C)(C)C.[ClH:26]. The catalyst class is: 2. Product: [ClH:26].[O:19]([C:16]1[N:15]=[C:14]([C@H:10]2[CH2:11][CH2:12][CH2:13][NH:8][CH2:9]2)[O:18][N:17]=1)[C:20]1[CH:21]=[CH:22][CH:23]=[CH:24][CH:25]=1. (6) Reactant: [O:1]([C:8]1[CH:13]=[CH:12][C:11]([NH:14][C:15](=O)[CH3:16])=[CH:10][CH:9]=1)[C:2]1[CH:7]=[CH:6][CH:5]=[CH:4][CH:3]=1.COC1C=CC(P2(SP(C3C=CC(OC)=CC=3)(=S)S2)=[S:27])=CC=1. Product: [O:1]([C:8]1[CH:13]=[CH:12][C:11]([NH:14][C:15](=[S:27])[CH3:16])=[CH:10][CH:9]=1)[C:2]1[CH:7]=[CH:6][CH:5]=[CH:4][CH:3]=1. The catalyst class is: 11. (7) Reactant: [N+:1]([C:4]1[CH:12]=[CH:11][CH:10]=[C:9]2[C:5]=1[C:6]([C:20]([O:22][CH3:23])=[O:21])=[N:7][N:8]2[C:13]([O:15][C:16]([CH3:19])([CH3:18])[CH3:17])=[O:14])([O-])=O. Product: [NH2:1][C:4]1[CH:12]=[CH:11][CH:10]=[C:9]2[C:5]=1[C:6]([C:20]([O:22][CH3:23])=[O:21])=[N:7][N:8]2[C:13]([O:15][C:16]([CH3:19])([CH3:18])[CH3:17])=[O:14]. The catalyst class is: 19.